Task: Predict the reaction yield, written as a fraction of the theoretical maximum amount of product (1.0 means a 100% yield; for example, 0.34 means a 34% yield).. Dataset: Reaction yield outcomes from USPTO patents with 853,638 reactions (1) The reactants are [O:1]=[C:2]1[CH:7]([N:8]2[C:16](=[O:17])[C:15]3[C:10](=[CH:11][CH:12]=[CH:13][C:14]=3[NH:18][C:19](=[O:22])[CH2:20]Cl)[C:9]2=[O:23])[CH2:6][CH2:5][C:4](=[O:24])[NH:3]1.[N-:25]=[N+:26]=[N-:27].[Na+]. The catalyst is CC(C)=O. The product is [N:25]([CH2:20][C:19]([NH:18][C:14]1[CH:13]=[CH:12][CH:11]=[C:10]2[C:15]=1[C:16](=[O:17])[N:8]([CH:7]1[CH2:6][CH2:5][C:4](=[O:24])[NH:3][C:2]1=[O:1])[C:9]2=[O:23])=[O:22])=[N+:26]=[N-:27]. The yield is 0.960. (2) The reactants are N1C=CC=CC=1.[CH2:7]([O:14][N:15]1[C:21](=[O:22])[N:20]2[CH2:23][C@H:16]1[CH2:17][CH2:18][C@H:19]2[C:24]([NH:26][NH:27][C:28](=O)[CH2:29][C:30]1([NH:33][C:34](=[O:40])[O:35][C:36]([CH3:39])([CH3:38])[CH3:37])[CH2:32][CH2:31]1)=[O:25])[C:8]1[CH:13]=[CH:12][CH:11]=[CH:10][CH:9]=1.O(S(C(F)(F)F)(=O)=O)S(C(F)(F)F)(=O)=O.C([O-])(O)=O.[Na+]. The catalyst is C(Cl)Cl. The product is [CH2:7]([O:14][N:15]1[C:21](=[O:22])[N:20]2[CH2:23][C@H:16]1[CH2:17][CH2:18][C@H:19]2[C:24]1[O:25][C:28]([CH2:29][C:30]2([NH:33][C:34](=[O:40])[O:35][C:36]([CH3:37])([CH3:38])[CH3:39])[CH2:32][CH2:31]2)=[N:27][N:26]=1)[C:8]1[CH:13]=[CH:12][CH:11]=[CH:10][CH:9]=1. The yield is 0.650. (3) The reactants are [F:1][C:2]([F:18])([F:17])[C:3]1[CH:8]=[CH:7][C:6]([C:9]2[CH:14]=[CH:13][CH:12]=[C:11]([CH2:15][NH2:16])[CH:10]=2)=[CH:5][CH:4]=1.[F:19][C:20]1[CH:25]=[CH:24][C:23]([S:26]([N:29]([CH2:33][C:34](O)=[O:35])[CH:30]([CH3:32])[CH3:31])(=[O:28])=[O:27])=[CH:22][CH:21]=1.CN(C(ON1N=NC2C=CC=NC1=2)=[N+](C)C)C.F[P-](F)(F)(F)(F)F.C(N(CC)C(C)C)(C)C.OS([O-])(=O)=O.[K+]. The catalyst is C(Cl)Cl. The product is [F:19][C:20]1[CH:21]=[CH:22][C:23]([S:26]([N:29]([CH:30]([CH3:32])[CH3:31])[CH2:33][C:34]([NH:16][CH2:15][C:11]2[CH:10]=[C:9]([C:6]3[CH:5]=[CH:4][C:3]([C:2]([F:17])([F:18])[F:1])=[CH:8][CH:7]=3)[CH:14]=[CH:13][CH:12]=2)=[O:35])(=[O:27])=[O:28])=[CH:24][CH:25]=1. The yield is 0.710. (4) The reactants are [OH:1][NH:2][C:3]([C:5]1[C:10]([N+:11]([O-:13])=[O:12])=[CH:9][CH:8]=[CH:7][N:6]=1)=[NH:4].[CH3:14][O:15][C:16]1[CH:24]=[C:20]([C:21](O)=O)[C:19]([OH:25])=[CH:18][CH:17]=1. No catalyst specified. The product is [CH3:14][O:15][C:16]1[CH:17]=[CH:18][C:19]([OH:25])=[C:20]([C:21]2[O:1][N:2]=[C:3]([C:5]3[C:10]([N+:11]([O-:13])=[O:12])=[CH:9][CH:8]=[CH:7][N:6]=3)[N:4]=2)[CH:24]=1. The yield is 0.100. (5) The reactants are [F:1][C:2]1[CH:7]=[CH:6][C:5]([C@H:8]2[CH2:10][O:9]2)=[CH:4][CH:3]=1.[CH3:11][CH:12]1[CH2:16][CH2:15][CH2:14][NH:13]1. The catalyst is C(O)C. The product is [F:1][C:2]1[CH:7]=[CH:6][C:5]([C@H:8]([OH:9])[CH2:10][N:13]2[CH2:14][CH2:15][CH2:16][CH:12]2[CH3:11])=[CH:4][CH:3]=1. The yield is 0.680. (6) The reactants are [Cl:1][C:2]1[CH:3]=[N:4][C:5]2[C:10]([C:11]=1[CH:12]([CH2:28][OH:29])[CH2:13][N:14]1[CH2:19][CH2:18][CH:17]([NH:20]C(=O)OC(C)(C)C)[CH2:16][CH2:15]1)=[N:9][C:8]([O:30][CH3:31])=[CH:7][CH:6]=2.Cl. The catalyst is ClCCl.O1CCOCC1. The product is [NH2:20][CH:17]1[CH2:16][CH2:15][N:14]([CH2:13][CH:12]([C:11]2[C:10]3[C:5](=[CH:6][CH:7]=[C:8]([O:30][CH3:31])[N:9]=3)[N:4]=[CH:3][C:2]=2[Cl:1])[CH2:28][OH:29])[CH2:19][CH2:18]1. The yield is 1.00.